The task is: Predict the reactants needed to synthesize the given product.. This data is from Full USPTO retrosynthesis dataset with 1.9M reactions from patents (1976-2016). (1) Given the product [CH3:37][N:34]1[CH2:35][CH2:36][N:31]([C:28]2[CH:27]=[CH:26][C:25]([NH:24][C:22]3[N:23]=[C:16]4[C:15]([NH:14][CH2:13][CH:9]5[CH2:10][CH2:11][CH2:12][NH:8]5)=[CH:20][CH:19]=[CH:18][N:17]4[N:21]=3)=[CH:30][CH:29]=2)[CH2:32][CH2:33]1, predict the reactants needed to synthesize it. The reactants are: C(OC([N:8]1[CH2:12][CH2:11][CH2:10][CH:9]1[CH2:13][NH:14][C:15]1[C:16]2[N:17]([N:21]=[C:22]([NH:24][C:25]3[CH:30]=[CH:29][C:28]([N:31]4[CH2:36][CH2:35][N:34]([CH3:37])[CH2:33][CH2:32]4)=[CH:27][CH:26]=3)[N:23]=2)[CH:18]=[CH:19][CH:20]=1)=O)(C)(C)C.FC(F)(F)C(O)=O. (2) Given the product [Cl:1][C:2]1[C:7]([C:8]([F:9])([F:10])[F:11])=[CH:6][CH:5]=[CH:4][C:3]=1[C:12]([N:14]1[CH2:19][CH2:18][C:17]2[N:20]([C:23]3[CH:28]=[CH:27][CH:26]=[C:25]([CH3:29])[N:24]=3)[N:21]=[N:22][C:16]=2[CH:15]1[CH3:30])=[O:13], predict the reactants needed to synthesize it. The reactants are: [Cl:1][C:2]1[C:7]([C:8]([F:11])([F:10])[F:9])=[CH:6][CH:5]=[CH:4][C:3]=1[C:12]([N:14]1[CH:19]=[CH:18][C:17]2[N:20]([C:23]3[CH:28]=[CH:27][CH:26]=[C:25]([CH3:29])[N:24]=3)[N:21]=[N:22][C:16]=2[CH:15]1[CH3:30])=[O:13].ClC1C(C(F)(F)F)=CC=CC=1C(N1C=CC2N(C3C(C)=CC(C)=CN=3)N=NC=2C1C)=O.C1COCC1. (3) Given the product [CH2:11]([C:10]1[C:5]([CH2:4][CH2:3][CH:2]([CH3:1])[CH2:14][C:15]([CH3:18])([CH3:17])[CH3:16])=[C:6]([OH:8])[N:21]2[N:22]=[C:23]([CH3:25])[N:24]=[C:20]2[N:19]=1)[CH3:12], predict the reactants needed to synthesize it. The reactants are: [CH3:1][CH:2]([CH2:14][C:15]([CH3:18])([CH3:17])[CH3:16])[CH2:3][CH2:4][CH:5]([C:10](=O)[CH2:11][CH3:12])[C:6]([O:8]C)=O.[NH2:19][C:20]1[NH:24][C:23]([CH3:25])=[N:22][N:21]=1.C1(C)C=CC(S(O)(=O)=O)=CC=1. (4) Given the product [NH:1]1[CH:5]=[CH:4][N:3]=[C:2]1[C:6]1[CH:7]=[CH:8][C:9]([CH3:30])=[C:10]([NH:12][C:13](=[O:29])[C:14]2[CH:19]=[CH:18][C:17]([O:20][CH2:21][C:22]3[CH:27]=[CH:26][CH:25]=[C:24]([N:35]4[CH2:36][CH2:37][N:32]([CH3:31])[CH2:33][CH2:34]4)[N:23]=3)=[CH:16][CH:15]=2)[CH:11]=1, predict the reactants needed to synthesize it. The reactants are: [NH:1]1[CH:5]=[CH:4][N:3]=[C:2]1[C:6]1[CH:7]=[CH:8][C:9]([CH3:30])=[C:10]([NH:12][C:13](=[O:29])[C:14]2[CH:19]=[CH:18][C:17]([O:20][CH2:21][C:22]3[CH:27]=[CH:26][CH:25]=[C:24](Br)[N:23]=3)=[CH:16][CH:15]=2)[CH:11]=1.[CH3:31][N:32]1[CH2:37][CH2:36][NH:35][CH2:34][CH2:33]1.